From a dataset of Full USPTO retrosynthesis dataset with 1.9M reactions from patents (1976-2016). Predict the reactants needed to synthesize the given product. (1) Given the product [Br:5][C:6]1[CH:7]=[N:8][C:9]2[C:14]([CH:15]=1)=[C:13]([F:16])[C:12]([CH2:17][C:18]([NH:40][NH2:41])=[O:19])=[C:11]([F:21])[CH:10]=2, predict the reactants needed to synthesize it. The reactants are: O=S(Cl)Cl.[Br:5][C:6]1[CH:7]=[N:8][C:9]2[C:14]([CH:15]=1)=[C:13]([F:16])[C:12]([CH2:17][C:18](O)=[O:19])=[C:11]([F:21])[CH:10]=2.COC(=O)CC1C(F)=C2C(=CC=1F)N=CC(Br)=C2.[NH2:40][NH2:41]. (2) Given the product [C:1]([C:3]1[CH:8]=[CH:7][C:6]([N:9]2[C:13](=[O:14])[C:12]([CH3:16])([CH3:15])[N:11]([C:17]3[CH:22]=[CH:21][C:20]([C:23]4[CH:39]=[CH:38][C:26]([O:27][CH2:28][CH2:29][O:30][CH2:31][CH2:32][O:33][CH2:34][C:35]([NH:79][C@@H:80]([C:105]([CH3:108])([CH3:107])[CH3:106])[C:81]([N:83]5[CH2:87][C@H:86]([OH:88])[CH2:85][C@H:84]5[C:89]([NH:91][CH2:92][C:93]5[CH:98]=[CH:97][C:96]([C:99]6[S:103][CH:102]=[N:101][C:100]=6[CH3:104])=[CH:95][CH:94]=5)=[O:90])=[O:82])=[O:36])=[CH:25][CH:24]=4)=[CH:19][CH:18]=3)[C:10]2=[S:40])=[CH:5][C:4]=1[C:41]([F:43])([F:44])[F:42])#[N:2], predict the reactants needed to synthesize it. The reactants are: [C:1]([C:3]1[CH:8]=[CH:7][C:6]([N:9]2[C:13](=[O:14])[C:12]([CH3:16])([CH3:15])[N:11]([C:17]3[CH:22]=[CH:21][C:20]([C:23]4[CH:39]=[CH:38][C:26]([O:27][CH2:28][CH2:29][O:30][CH2:31][CH2:32][O:33][CH2:34][C:35](O)=[O:36])=[CH:25][CH:24]=4)=[CH:19][CH:18]=3)[C:10]2=[S:40])=[CH:5][C:4]=1[C:41]([F:44])([F:43])[F:42])#[N:2].CN(C(ON1N=NC2C=CC=NC1=2)=[N+](C)C)C.F[P-](F)(F)(F)(F)F.CCN(C(C)C)C(C)C.Cl.[NH2:79][C@@H:80]([C:105]([CH3:108])([CH3:107])[CH3:106])[C:81]([N:83]1[CH2:87][C@H:86]([OH:88])[CH2:85][C@H:84]1[C:89]([NH:91][CH2:92][C:93]1[CH:98]=[CH:97][C:96]([C:99]2[S:103][CH:102]=[N:101][C:100]=2[CH3:104])=[CH:95][CH:94]=1)=[O:90])=[O:82]. (3) The reactants are: [I:1][C:2]1[C:3]([O:7][CH3:8])=[N:4][NH:5][CH:6]=1.CC1C=CC(S(O[CH:20]2[CH2:29][CH2:28][C:23]3([O:27][CH2:26][CH2:25][O:24]3)[CH2:22][CH2:21]2)(=O)=O)=CC=1.C([O-])([O-])=O.[Cs+].[Cs+].N1C=CC=N1. Given the product [O:24]1[C:23]2([CH2:28][CH2:29][CH:20]([N:5]3[CH:6]=[C:2]([I:1])[C:3]([O:7][CH3:8])=[N:4]3)[CH2:21][CH2:22]2)[O:27][CH2:26][CH2:25]1, predict the reactants needed to synthesize it. (4) The reactants are: [CH3:1][O:2][CH2:3][O:4][C@H:5]1[C@H:11]2[C@H:9]([O:10]2)[CH:8]=[C:7]([C:12]([O:14][CH3:15])=[O:13])[CH2:6]1.CC[O:18]C(C)=O. Given the product [OH:18][CH:9]1[C@H:11]([OH:10])[C@H:5]([O:4][CH2:3][O:2][CH3:1])[CH2:6][C:7]([C:12]([O:14][CH3:15])=[O:13])=[CH:8]1, predict the reactants needed to synthesize it. (5) Given the product [CH3:8][C:6]1[CH:7]=[C:2]2[CH:12]=[C:11]([C:13]3[C:14](=[O:24])[O:15][C:16]4[C:21]([CH:22]=3)=[CH:20][CH:19]=[C:18]([F:23])[CH:17]=4)[O:10][C:3]2=[C:4]([CH3:9])[N:5]=1, predict the reactants needed to synthesize it. The reactants are: I[C:2]1[CH:7]=[C:6]([CH3:8])[N:5]=[C:4]([CH3:9])[C:3]=1[OH:10].[C:11]([C:13]1[C:14](=[O:24])[O:15][C:16]2[C:21]([CH:22]=1)=[CH:20][CH:19]=[C:18]([F:23])[CH:17]=2)#[CH:12].C(N(CC)CC)C.